From a dataset of Peptide-MHC class I binding affinity with 185,985 pairs from IEDB/IMGT. Regression. Given a peptide amino acid sequence and an MHC pseudo amino acid sequence, predict their binding affinity value. This is MHC class I binding data. (1) The peptide sequence is YYWPRPRRY. The MHC is HLA-B83:01 with pseudo-sequence HLA-B83:01. The binding affinity (normalized) is 0.213. (2) The peptide sequence is VQPPQLTLQV. The MHC is HLA-A02:06 with pseudo-sequence HLA-A02:06. The binding affinity (normalized) is 0.360.